From a dataset of Peptide-MHC class II binding affinity with 134,281 pairs from IEDB. Regression. Given a peptide amino acid sequence and an MHC pseudo amino acid sequence, predict their binding affinity value. This is MHC class II binding data. (1) The peptide sequence is EGRKVAIKGPLRISA. The MHC is DRB1_0801 with pseudo-sequence DRB1_0801. The binding affinity (normalized) is 0.622. (2) The peptide sequence is LQLVGIQRAGLAPTG. The MHC is DRB1_0101 with pseudo-sequence DRB1_0101. The binding affinity (normalized) is 0.981. (3) The peptide sequence is DIDLGRNEVVNDVST. The MHC is HLA-DQA10102-DQB10602 with pseudo-sequence HLA-DQA10102-DQB10602. The binding affinity (normalized) is 0.559. (4) The peptide sequence is EKKYFAATQFESLAA. The MHC is HLA-DPA10103-DPB10401 with pseudo-sequence HLA-DPA10103-DPB10401. The binding affinity (normalized) is 1.00. (5) The peptide sequence is KQAYAATVATAPEVK. The MHC is DRB4_0101 with pseudo-sequence DRB4_0103. The binding affinity (normalized) is 0.0820. (6) The peptide sequence is ALRVIAGALEVHAVK. The MHC is DRB1_0401 with pseudo-sequence DRB1_0401. The binding affinity (normalized) is 0.271. (7) The MHC is DRB1_0701 with pseudo-sequence DRB1_0701. The binding affinity (normalized) is 0. The peptide sequence is TEAEDVIPEGWKADTSYESK. (8) The peptide sequence is FKPFAEYKSDYVYEP. The MHC is HLA-DPA10201-DPB10101 with pseudo-sequence HLA-DPA10201-DPB10101. The binding affinity (normalized) is 0.185. (9) The peptide sequence is MYFNLIDTKCYKL. The MHC is DRB1_0301 with pseudo-sequence DRB1_0301. The binding affinity (normalized) is 0.353. (10) The peptide sequence is TMLLGMLMICSAA. The MHC is HLA-DQA10301-DQB10302 with pseudo-sequence HLA-DQA10301-DQB10302. The binding affinity (normalized) is 0.